Dataset: Forward reaction prediction with 1.9M reactions from USPTO patents (1976-2016). Task: Predict the product of the given reaction. (1) The product is: [CH:16]([C:17]1[O:4][C:3]([C:5]2[CH:10]=[CH:9][C:8]([C:11]([F:14])([F:13])[F:12])=[CH:7][CH:6]=2)=[CH:2][C:18]=1[C:19]([O:21][CH3:22])=[O:20])([CH3:24])[CH3:15]. Given the reactants Cl[CH2:2][C:3]([C:5]1[CH:10]=[CH:9][C:8]([C:11]([F:14])([F:13])[F:12])=[CH:7][CH:6]=1)=[O:4].[CH3:15][CH:16]([CH3:24])[C:17](=O)[CH2:18][C:19]([O:21][CH3:22])=[O:20], predict the reaction product. (2) Given the reactants [C:1]([O:4][C@@H:5]1[C@@H:9](Br)[C@@H:8]([CH2:11][O:12][C:13](=[O:15])[CH3:14])[O:7][C@H:6]1[N:16]1[CH:26]=[CH:25][C:20]([NH:21][C:22](=[O:24])[CH3:23])=[N:19][C:17]1=[O:18])(=[O:3])[CH3:2], predict the reaction product. The product is: [C:1]([O:4][C@@H:5]1[CH2:9][C@@H:8]([CH2:11][O:12][C:13](=[O:15])[CH3:14])[O:7][C@H:6]1[N:16]1[CH:26]=[CH:25][C:20]([NH:21][C:22](=[O:24])[CH3:23])=[N:19][C:17]1=[O:18])(=[O:3])[CH3:2]. (3) Given the reactants [N+:1]([C:4]1[CH:12]=[CH:11][CH:10]=[C:9]2[C:5]=1[CH:6]=[CH:7][NH:8]2)([O-])=O.[CH3:13][C:14]1(C)[O:21]C(=O)CC(=O)[O:15]1.N1CC[CH2:28][C@H:24]1[C:25](O)=[O:26].C=O, predict the reaction product. The product is: [O:26]=[C:25]1[NH:1][C:4]2[C:5]3[C:6](=[CH:7][N:8]([CH2:13][C:14]([OH:21])=[O:15])[C:9]=3[CH:10]=[CH:11][CH:12]=2)[CH2:28][CH2:24]1. (4) Given the reactants [H-].[Na+].[F:3][C:4]([F:9])([F:8])[C@H:5]([OH:7])[CH3:6].Br[CH2:11][C:12]1[CH:17]=[CH:16][CH:15]=[C:14]([Cl:18])[CH:13]=1.O, predict the reaction product. The product is: [Cl:18][C:14]1[CH:15]=[CH:16][CH:17]=[C:12]([CH2:11][O:7][C@H:5]([CH3:6])[C:4]([F:9])([F:8])[F:3])[CH:13]=1.